From a dataset of Forward reaction prediction with 1.9M reactions from USPTO patents (1976-2016). Predict the product of the given reaction. (1) Given the reactants Cl.O.[NH:3]1[CH2:8][CH2:7][C:6](=[O:9])[CH2:5][CH2:4]1.O.ON1C2C=CC=CC=2N=N1.[F:21][C:22]([F:33])([F:32])[C:23]1[CH:24]=[C:25]([CH:29]=[CH:30][CH:31]=1)[C:26](O)=[O:27].C(N(CC)CC)C, predict the reaction product. The product is: [F:21][C:22]([F:32])([F:33])[C:23]1[CH:24]=[C:25]([CH:29]=[CH:30][CH:31]=1)[C:26]([N:3]1[CH2:8][CH2:7][C:6](=[O:9])[CH2:5][CH2:4]1)=[O:27]. (2) Given the reactants Br[C:2]1[C:3](=[O:10])[N:4]([CH3:9])[CH:5]=[C:6]([Br:8])[N:7]=1.[NH2:11][C:12]1[CH:13]=[N:14][CH:15]=[CH:16][CH:17]=1.CC(C)([O-])C.[Na+], predict the reaction product. The product is: [Br:8][C:6]1[N:7]=[C:2]([NH:11][C:12]2[CH:13]=[N:14][CH:15]=[CH:16][CH:17]=2)[C:3](=[O:10])[N:4]([CH3:9])[CH:5]=1. (3) Given the reactants Br[C:2]1[CH:11]=[C:10]2[C:5]([C:6]([C:12]3[C:13]([C:21]4[CH:26]=[CH:25][CH:24]=[C:23]([CH3:27])[N:22]=4)=[N:14][N:15]4[CH:20]=[CH:19][CH:18]=[CH:17][C:16]=34)=[CH:7][CH:8]=[N:9]2)=[CH:4][CH:3]=1.C1(C)C=CC=CC=1P(C1C=CC=CC=1C)C1C=CC=CC=1C.[C:50]([O:54][CH3:55])(=[O:53])[CH:51]=[CH2:52].C1(C)C=CC=CC=1, predict the reaction product. The product is: [CH3:55][O:54][C:50](=[O:53])[CH:51]=[CH:52][C:2]1[CH:11]=[C:10]2[C:5]([C:6]([C:12]3[C:13]([C:21]4[CH:26]=[CH:25][CH:24]=[C:23]([CH3:27])[N:22]=4)=[N:14][N:15]4[CH:20]=[CH:19][CH:18]=[CH:17][C:16]=34)=[CH:7][CH:8]=[N:9]2)=[CH:4][CH:3]=1.